This data is from Merck oncology drug combination screen with 23,052 pairs across 39 cell lines. The task is: Regression. Given two drug SMILES strings and cell line genomic features, predict the synergy score measuring deviation from expected non-interaction effect. (1) Drug 1: COc1cccc2c1C(=O)c1c(O)c3c(c(O)c1C2=O)CC(O)(C(=O)CO)CC3OC1CC(N)C(O)C(C)O1. Drug 2: O=C(CCCCCCC(=O)Nc1ccccc1)NO. Cell line: VCAP. Synergy scores: synergy=18.6. (2) Drug 1: N#Cc1ccc(Cn2cncc2CN2CCN(c3cccc(Cl)c3)C(=O)C2)cc1. Drug 2: Cn1nnc2c(C(N)=O)ncn2c1=O. Cell line: SKMES1. Synergy scores: synergy=9.87. (3) Drug 1: O=C(CCCCCCC(=O)Nc1ccccc1)NO. Drug 2: NC(=O)c1cccc2cn(-c3ccc(C4CCCNC4)cc3)nc12. Cell line: NCIH23. Synergy scores: synergy=-16.7. (4) Drug 1: CN1C(=O)C=CC2(C)C3CCC4(C)C(NC(=O)OCC(F)(F)F)CCC4C3CCC12. Drug 2: CCN(CC)CCNC(=O)c1c(C)[nH]c(C=C2C(=O)Nc3ccc(F)cc32)c1C. Cell line: A375. Synergy scores: synergy=12.7. (5) Drug 1: CNC(=O)c1cc(Oc2ccc(NC(=O)Nc3ccc(Cl)c(C(F)(F)F)c3)cc2)ccn1. Drug 2: Cn1cc(-c2cnn3c(N)c(Br)c(C4CCCNC4)nc23)cn1. Cell line: MDAMB436. Synergy scores: synergy=-2.16. (6) Drug 1: CC1(c2nc3c(C(N)=O)cccc3[nH]2)CCCN1. Drug 2: CCc1c2c(nc3ccc(O)cc13)-c1cc3c(c(=O)n1C2)COC(=O)C3(O)CC. Cell line: A427. Synergy scores: synergy=9.86. (7) Drug 1: CN1C(=O)C=CC2(C)C3CCC4(C)C(NC(=O)OCC(F)(F)F)CCC4C3CCC12. Drug 2: NC1(c2ccc(-c3nc4ccn5c(=O)[nH]nc5c4cc3-c3ccccc3)cc2)CCC1. Cell line: NCIH1650. Synergy scores: synergy=16.1.